From a dataset of Forward reaction prediction with 1.9M reactions from USPTO patents (1976-2016). Predict the product of the given reaction. (1) Given the reactants [NH:1]1[CH2:6][CH2:5][CH2:4][CH:3]([C:7]([O:9][CH2:10][CH3:11])=[O:8])[CH2:2]1.[C:12]([O:16][CH2:17][CH3:18])(=[O:15])[CH:13]=[CH2:14], predict the reaction product. The product is: [CH2:17]([O:16][C:12]([CH2:13][CH2:14][N:1]1[CH2:6][CH2:5][CH2:4][CH:3]([C:7]([O:9][CH2:10][CH3:11])=[O:8])[CH2:2]1)=[O:15])[CH3:18]. (2) Given the reactants [NH2:1][C@H:2]([C:8]([OH:10])=[O:9])[CH2:3][CH2:4][CH2:5][CH2:6][NH2:7].C(N(CC)CC)C.[CH3:18][N:19]([CH3:34])[C:20]1[CH:29]=[CH:28][CH:27]=[C:26]2[C:21]=1[CH:22]=[CH:23][CH:24]=[C:25]2[S:30](Cl)(=[O:32])=[O:31], predict the reaction product. The product is: [S:30]([NH:1][C@H:2]([C:8]([OH:10])=[O:9])[CH2:3][CH2:4][CH2:5][CH2:6][NH2:7])([C:25]1[C:26]2[CH:27]=[CH:28][CH:29]=[C:20]([N:19]([CH3:34])[CH3:18])[C:21]=2[CH:22]=[CH:23][CH:24]=1)(=[O:32])=[O:31].